This data is from TCR-epitope binding with 47,182 pairs between 192 epitopes and 23,139 TCRs. The task is: Binary Classification. Given a T-cell receptor sequence (or CDR3 region) and an epitope sequence, predict whether binding occurs between them. (1) The epitope is RQLLFVVEV. The TCR CDR3 sequence is CASSLALSAEQYF. Result: 1 (the TCR binds to the epitope). (2) The epitope is HPVGEADYFEY. The TCR CDR3 sequence is CASSATEIDSPLHF. Result: 0 (the TCR does not bind to the epitope). (3) The TCR CDR3 sequence is CASSLAGTSYEQYF. Result: 1 (the TCR binds to the epitope). The epitope is YIFFASFYY. (4) The epitope is KAYNVTQAF. The TCR CDR3 sequence is CASSIFDSAREQFF. Result: 0 (the TCR does not bind to the epitope). (5) The epitope is SLVKPSFYV. The TCR CDR3 sequence is CSASGTSGIEQYF. Result: 0 (the TCR does not bind to the epitope). (6) The epitope is HLVDFQVTI. The TCR CDR3 sequence is CASSEERAYSNQPQHF. Result: 1 (the TCR binds to the epitope). (7) The epitope is YLNTLTLAV. The TCR CDR3 sequence is CASSLGVSYTDTQYF. Result: 1 (the TCR binds to the epitope).